Dataset: Full USPTO retrosynthesis dataset with 1.9M reactions from patents (1976-2016). Task: Predict the reactants needed to synthesize the given product. (1) Given the product [ClH:30].[CH:1]12[CH2:10][CH:5]3[CH2:6][CH:7]([CH2:9][CH:3]([CH2:4]3)[CH:2]1[NH:11][C:12](=[O:29])[CH2:13][N:14]1[CH2:15][CH2:16][CH2:17][NH:18][S:19]1(=[O:21])=[O:20])[CH2:8]2, predict the reactants needed to synthesize it. The reactants are: [CH:1]12[CH2:10][CH:5]3[CH2:6][CH:7]([CH2:9][CH:3]([CH2:4]3)[CH:2]1[NH:11][C:12](=[O:29])[CH2:13][N:14]1[S:19](=[O:21])(=[O:20])[N:18](C(OC(C)(C)C)=O)[CH2:17][CH2:16][CH2:15]1)[CH2:8]2.[ClH:30]. (2) Given the product [C:28]([CH:15]([CH:12]1[CH2:13][CH2:14][CH:10]([CH2:9][OH:8])[CH2:11]1)[N:16]([CH3:27])[C:17](=[O:26])[O:18][CH2:19][C:20]1[CH:25]=[CH:24][CH:23]=[CH:22][CH:21]=1)#[N:29], predict the reactants needed to synthesize it. The reactants are: [Si]([O:8][CH2:9][CH:10]1[CH2:14][CH2:13][CH:12]([CH:15]([C:28]#[N:29])[N:16]([CH3:27])[C:17](=[O:26])[O:18][CH2:19][C:20]2[CH:25]=[CH:24][CH:23]=[CH:22][CH:21]=2)[CH2:11]1)(C(C)(C)C)(C)C.[F-].C([N+](CCCC)(CCCC)CCCC)CCC.O. (3) Given the product [CH3:25][O:24][CH2:23][C:21]1[N:20]=[CH:19][N:18]([C:13]2[CH:12]=[C:7]3[C:8]4[C:3]([CH2:4][CH2:5][N:6]3[C:16](=[O:17])[CH2:15][N:14]=2)=[C:2]([C:31]2[S:32][CH:33]=[CH:34][N:35]=2)[CH:11]=[CH:10][CH:9]=4)[CH:22]=1, predict the reactants needed to synthesize it. The reactants are: I[C:2]1[CH:11]=[CH:10][CH:9]=[C:8]2[C:3]=1[CH2:4][CH2:5][N:6]1[C:16](=[O:17])[CH2:15][N:14]=[C:13]([N:18]3[CH:22]=[C:21]([CH2:23][O:24][CH3:25])[N:20]=[CH:19]3)[CH:12]=[C:7]12.C([Sn](CCCC)(CCCC)[C:31]1[S:32][CH:33]=[CH:34][N:35]=1)CCC. (4) Given the product [CH2:14]([O:16][P:17]([CH2:22][S:11][CH2:12][CH2:13][N:6]1[CH2:7][CH2:8][CH2:9][CH2:10][CH:5]1[C:3]([OH:2])=[O:4])([O:18][CH2:19][CH3:20])=[O:21])[CH3:15], predict the reactants needed to synthesize it. The reactants are: C[O:2][C:3]([CH:5]1[CH2:10][CH2:9][CH2:8][CH2:7][NH:6]1)=[O:4].[S:11]1[CH2:13][CH2:12]1.[CH2:14]([O:16][P:17]([CH2:22]I)(=[O:21])[O:18][CH2:19][CH3:20])[CH3:15].C([O-])([O-])=O.[Na+].[Na+].[Li+].[OH-]. (5) Given the product [NH:18]1[CH:19]=[N:20][C:16]([C:12]2[CH:11]=[C:10]3[C:15](=[CH:14][CH:13]=2)[NH:7][N:8]=[C:9]3[C:40]2[CH:41]=[C:42]([NH:46][C:50]([C:49]3[CH:52]=[CH:53][C:54]([Cl:56])=[CH:55][C:48]=3[Cl:47])=[O:57])[CH:43]=[CH:44][CH:45]=2)=[N:17]1, predict the reactants needed to synthesize it. The reactants are: O1CCCCC1[N:7]1[C:15]2[C:10](=[CH:11][C:12]([C:16]3[N:20]=[CH:19][N:18](C(C4C=CC=CC=4)(C4C=CC=CC=4)C4C=CC=CC=4)[N:17]=3)=[CH:13][CH:14]=2)[C:9]([C:40]2[CH:41]=[C:42]([NH2:46])[CH:43]=[CH:44][CH:45]=2)=[N:8]1.[Cl:47][C:48]1[CH:55]=[C:54]([Cl:56])[CH:53]=[CH:52][C:49]=1[CH2:50]Cl.[OH2:57]. (6) Given the product [CH3:1][C:2]1[C:14]2[N:13]([CH2:17][CH:18]3[CH2:23][CH2:22][CH2:21][CH2:20][CH2:19]3)[C:12]3[C:7](=[CH:8][CH:9]=[C:10]([O:15][CH2:6][CH:7]4[CH2:12][CH2:11][CH2:10][CH2:9][CH2:8]4)[CH:11]=3)[C:6]=2[CH:5]=[CH:4][N:3]=1, predict the reactants needed to synthesize it. The reactants are: [CH3:1][C:2]1[C:14]2[NH:13][C:12]3[C:7](=[CH:8][CH:9]=[C:10]([OH:15])[CH:11]=3)[C:6]=2[CH:5]=[CH:4][N:3]=1.Br[CH2:17][CH:18]1[CH2:23][CH2:22][CH2:21][CH2:20][CH2:19]1.